The task is: Regression/Classification. Given a drug SMILES string, predict its absorption, distribution, metabolism, or excretion properties. Task type varies by dataset: regression for continuous measurements (e.g., permeability, clearance, half-life) or binary classification for categorical outcomes (e.g., BBB penetration, CYP inhibition). Dataset: cyp2d6_veith.. This data is from CYP2D6 inhibition data for predicting drug metabolism from PubChem BioAssay. (1) The drug is O=C(Cc1ccccc1)Nc1nc(=O)c2ccccc2s1. The result is 0 (non-inhibitor). (2) The compound is CN1CCN(CC(=O)Nc2cccc3ccccc23)CC1. The result is 0 (non-inhibitor). (3) The compound is CO[C@@H]1COC(=O)CCC[C@H](C)[C@@H](OC)COC(=O)C/C=C\[C@H]1C. The result is 0 (non-inhibitor). (4) The molecule is COc1ccccc1N1CCN(CCCCNC(=O)c2ccc(-c3ccc(C(C)=O)cc3)cc2)CC1. The result is 0 (non-inhibitor).